Dataset: Full USPTO retrosynthesis dataset with 1.9M reactions from patents (1976-2016). Task: Predict the reactants needed to synthesize the given product. (1) Given the product [F:12][C:13]1[CH:18]=[C:17]([I:19])[CH:16]=[CH:15][C:27]=1[C:26]([OH:29])=[O:28], predict the reactants needed to synthesize it. The reactants are: [Cr](O[Cr]([O-])(=O)=O)([O-])(=O)=O.[Na+].[Na+].[F:12][C:13]1[CH:18]=[C:17]([I:19])[CH:16]=[CH:15]C=1C.S(=O)(=O)(O)O.[C:26]([OH:29])(=[O:28])[CH3:27]. (2) The reactants are: Br[C:2]1[CH:3]=[C:4]([CH3:18])[C:5]([C:8]2[CH2:17][CH2:16][C:11]3([O:15][CH2:14][CH2:13][O:12]3)[CH2:10][CH:9]=2)=[N:6][CH:7]=1.[C:19](=[NH:32])([C:26]1[CH:31]=[CH:30][CH:29]=[CH:28][CH:27]=1)[C:20]1[CH:25]=[CH:24][CH:23]=[CH:22][CH:21]=1.CC(C)([O-])C.[Na+]. Given the product [O:15]1[C:11]2([CH2:16][CH2:17][CH:8]([C:5]3[N:6]=[CH:7][C:2]([N:32]=[C:19]([C:20]4[CH:25]=[CH:24][CH:23]=[CH:22][CH:21]=4)[C:26]4[CH:31]=[CH:30][CH:29]=[CH:28][CH:27]=4)=[CH:3][C:4]=3[CH3:18])[CH2:9][CH2:10]2)[O:12][CH2:13][CH2:14]1, predict the reactants needed to synthesize it. (3) Given the product [F:29][C:26]([F:27])([F:28])[C:21]1[CH:22]=[CH:23][CH:24]=[CH:25][C:20]=1[CH:19]=[C:52]1[CH2:53][CH2:54][N:49]([C:42]([O:44][C:45]([CH3:48])([CH3:47])[CH3:46])=[O:43])[CH2:50][CH2:51]1, predict the reactants needed to synthesize it. The reactants are: C[Si]([N-][Si](C)(C)C)(C)C.[Na+].[Br-].C1([P+](C2C=CC=CC=2)(C2C=CC=CC=2)[CH2:19][C:20]2[CH:25]=[CH:24][CH:23]=[CH:22][C:21]=2[C:26]([F:29])([F:28])[F:27])C=CC=CC=1.[C:42]([N:49]1[CH2:54][CH2:53][C:52](=O)[CH2:51][CH2:50]1)([O:44][C:45]([CH3:48])([CH3:47])[CH3:46])=[O:43].Cl. (4) Given the product [C:28]([C:21]1[C:22]2[C:27](=[CH:26][CH:25]=[CH:24][CH:23]=2)[N:19]([CH2:18][C:17]([N:12]2[C@H:11]([C:9]([OH:10])=[O:8])[CH2:16][C@@H:15]3[C@H:13]2[CH2:14]3)=[O:31])[N:20]=1)(=[O:30])[NH2:29], predict the reactants needed to synthesize it. The reactants are: C([O:8][C:9]([C@@H:11]1[CH2:16][C@@H:15]2[C@@H:13]([CH2:14]2)[N:12]1[C:17](=[O:31])[CH2:18][N:19]1[C:27]2[C:22](=[CH:23][CH:24]=[CH:25][CH:26]=2)[C:21]([C:28](=[O:30])[NH2:29])=[N:20]1)=[O:10])C1C=CC=CC=1. (5) Given the product [O:24]([CH2:23][C:22]1[C:21]([O:29][CH3:30])=[CH:20][C:19]([O:1][Si:2]([C:15]([CH3:18])([CH3:17])[CH3:16])([C:9]2[CH:10]=[CH:11][CH:12]=[CH:13][CH:14]=2)[C:3]2[CH:4]=[CH:5][CH:6]=[CH:7][CH:8]=2)=[CH:26][C:25]=1[O:27][CH3:28])[Si:40]([C:36]([CH3:39])([CH3:38])[CH3:37])([CH3:42])[CH3:41], predict the reactants needed to synthesize it. The reactants are: [O:1]([C:19]1[CH:26]=[C:25]([O:27][CH3:28])[C:22]([CH2:23][OH:24])=[C:21]([O:29][CH3:30])[CH:20]=1)[Si:2]([C:15]([CH3:18])([CH3:17])[CH3:16])([C:9]1[CH:14]=[CH:13][CH:12]=[CH:11][CH:10]=1)[C:3]1[CH:8]=[CH:7][CH:6]=[CH:5][CH:4]=1.N1C=CN=C1.[C:36]([Si:40](Cl)([CH3:42])[CH3:41])([CH3:39])([CH3:38])[CH3:37].O. (6) Given the product [N:52]1([C:50]2[N:49]3[C:62](=[O:67])[N:63]([CH2:28][C:29]4[CH:34]=[N:33][C:32]([C:35]([F:38])([F:37])[F:36])=[CH:31][CH:30]=4)[N:64]=[C:48]3[C:47]([C:68]3[CH:69]=[CH:70][C:71]([Cl:74])=[CH:72][CH:73]=3)=[C:46]([C:43]3[CH:44]=[CH:45][C:40]([Cl:39])=[CH:41][CH:42]=3)[N:51]=2)[CH2:53][CH2:54][CH2:55]1, predict the reactants needed to synthesize it. The reactants are: ClC1N2C(=O)NN=C2C(C2C=CC(Cl)=CC=2)=C(C2C=CC(Cl)=CC=2)N=1.[Cl-].Cl[CH2:28][C:29]1[CH:30]=[CH:31][C:32]([C:35]([F:38])([F:37])[F:36])=[N:33][CH:34]=1.[Cl:39][C:40]1[CH:45]=[CH:44][C:43]([C:46]2[N:51]=[C:50]([N:52]3[CH2:55][C:54](NCC)(C(N)=O)[CH2:53]3)[N:49]3[C:62](=[O:67])[N:63](CC)[N:64]=[C:48]3[C:47]=2[C:68]2[CH:73]=[CH:72][C:71]([Cl:74])=[CH:70][CH:69]=2)=[CH:42][CH:41]=1. (7) Given the product [Cl:2][C:3]1[C:8]([Cl:9])=[CH:7][C:6]([NH:10][C:11]2[C:12]3[C:19]4[CH2:20][CH2:21][N:22]([C:31](=[O:32])/[CH:30]=[CH:29]/[CH2:28][N:27]([CH3:26])[CH:34]([CH3:36])[CH3:35])[CH2:23][C:18]=4[S:17][C:13]=3[N:14]=[CH:15][N:16]=2)=[CH:5][C:4]=1[OH:24], predict the reactants needed to synthesize it. The reactants are: Cl.[Cl:2][C:3]1[C:8]([Cl:9])=[CH:7][C:6]([NH:10][C:11]2[C:12]3[C:19]4[CH2:20][CH2:21][NH:22][CH2:23][C:18]=4[S:17][C:13]=3[N:14]=[CH:15][N:16]=2)=[CH:5][C:4]=1[OH:24].Cl.[CH3:26][N:27]([CH:34]([CH3:36])[CH3:35])[CH2:28]/[CH:29]=[CH:30]/[C:31](O)=[O:32].CCN(C(C)C)C(C)C.CN(C(ON1N=NC2C=CC=CC1=2)=[N+](C)C)C.[B-](F)(F)(F)F. (8) Given the product [F:26][C:2]([F:1])([C:7]1[CH:8]=[CH:9][C:10]2[O:15][CH:14]([C:16]([F:17])([F:18])[F:19])[C:13]([C:20]([OH:22])=[O:21])=[CH:12][C:11]=2[CH:25]=1)[C:3]([F:6])([F:5])[F:4], predict the reactants needed to synthesize it. The reactants are: [F:1][C:2]([F:26])([C:7]1[CH:8]=[CH:9][C:10]2[O:15][CH:14]([C:16]([F:19])([F:18])[F:17])[C:13]([C:20]([O:22]CC)=[O:21])=[CH:12][C:11]=2[CH:25]=1)[C:3]([F:6])([F:5])[F:4].[OH-].[Na+].